From a dataset of Catalyst prediction with 721,799 reactions and 888 catalyst types from USPTO. Predict which catalyst facilitates the given reaction. (1) Reactant: [Br:1][C:2]1[CH:7]=[CH:6][C:5]([C:8]([CH3:13])([CH2:11][OH:12])[C:9]#[N:10])=[CH:4][CH:3]=1.[C:14]1([CH3:24])[CH:19]=[CH:18][C:17]([S:20](Cl)(=[O:22])=[O:21])=[CH:16][CH:15]=1. Product: [Br:1][C:2]1[CH:3]=[CH:4][C:5]([C:8]([C:9]#[N:10])([CH3:13])[CH2:11][O:12][S:20]([C:17]2[CH:18]=[CH:19][C:14]([CH3:24])=[CH:15][CH:16]=2)(=[O:22])=[O:21])=[CH:6][CH:7]=1. The catalyst class is: 300. (2) Reactant: [F:1][C:2]1[C:11]([N+:12]([O-])=O)=[CH:10][CH:9]=[C:8]([F:15])[C:3]=1[C:4]([O:6][CH3:7])=[O:5]. Product: [NH2:12][C:11]1[C:2]([F:1])=[C:3]([C:8]([F:15])=[CH:9][CH:10]=1)[C:4]([O:6][CH3:7])=[O:5]. The catalyst class is: 19. (3) Reactant: [CH3:1][N:2]1[CH2:7][CH2:6][C:5]2[O:8][C:9]([C:11]3[CH:16]=[CH:15][C:14]([OH:17])=[CH:13][CH:12]=3)=[N:10][C:4]=2[CH2:3]1.C(=O)([O-])[O-].[K+].[K+].[Cl:24][CH2:25][CH2:26][CH2:27]Br. Product: [Cl:24][CH2:25][CH2:26][CH2:27][O:17][C:14]1[CH:15]=[CH:16][C:11]([C:9]2[O:8][C:5]3[CH2:6][CH2:7][N:2]([CH3:1])[CH2:3][C:4]=3[N:10]=2)=[CH:12][CH:13]=1. The catalyst class is: 131. (4) Reactant: [Cl:1][C:2]1[C:3]([O:25][C:26]2[CH:31]=[CH:30][C:29]([O:32][C:33]([F:36])([F:35])[F:34])=[CH:28][C:27]=2[C:37]2[C:38]([N+:48]([O-])=O)=[N:39][N:40](C3CCCCO3)[CH:41]=2)=[CH:4][C:5]([F:24])=[C:6]([S:8]([N:11]([C:19]2[N:20]=[CH:21][S:22][CH:23]=2)C(=O)OC(C)(C)C)(=[O:10])=[O:9])[CH:7]=1.[Cl-:51].[NH4+]. Product: [ClH:1].[ClH:51].[NH2:48][C:38]1[C:37]([C:27]2[CH:28]=[C:29]([O:32][C:33]([F:34])([F:35])[F:36])[CH:30]=[CH:31][C:26]=2[O:25][C:3]2[C:2]([Cl:1])=[CH:7][C:6]([S:8]([NH:11][C:19]3[N:20]=[CH:21][S:22][CH:23]=3)(=[O:9])=[O:10])=[C:5]([F:24])[CH:4]=2)=[CH:41][NH:40][N:39]=1. The catalyst class is: 679. (5) Reactant: Cl.[NH:2]1[CH2:5][CH2:4][CH2:3]1.C(N(CC)CC)C.[Br:13][C:14]1[N:18]2[N:19]=[CH:20][CH:21]=[CH:22][C:17]2=[N:16][C:15]=1[C:23](OCC)=[O:24].[Cl-].[Ca+2].[Cl-]. Product: [N:2]1([C:23]([C:15]2[N:16]=[C:17]3[CH:22]=[CH:21][CH:20]=[N:19][N:18]3[C:14]=2[Br:13])=[O:24])[CH2:5][CH2:4][CH2:3]1. The catalyst class is: 5. (6) Reactant: [Br:1][C:2]1[CH:8]=[CH:7][C:5]([NH2:6])=[C:4]([CH3:9])[CH:3]=1.[N+]([C:13]1[CH:18]=CC=C[CH:14]=1)([O-])=O.S(=O)(=O)(O)O. Product: [Br:1][C:2]1[CH:8]=[C:7]2[C:5](=[C:4]([CH3:9])[CH:3]=1)[N:6]=[CH:18][CH:13]=[CH:14]2. The catalyst class is: 610. (7) Product: [Cl:15][C:16]1[N:25]=[C:24]([NH:7][CH2:6][CH:2]2[CH2:3][CH2:4][CH2:5][O:1]2)[C:23]2[C:18](=[CH:19][CH:20]=[CH:21][CH:22]=2)[N:17]=1. The catalyst class is: 100. Reactant: [O:1]1[CH2:5][CH2:4][CH2:3][CH:2]1[CH2:6][NH2:7].C(N(CC)CC)C.[Cl:15][C:16]1[N:25]=[C:24](Cl)[C:23]2[C:18](=[CH:19][CH:20]=[CH:21][CH:22]=2)[N:17]=1. (8) Reactant: [F:1][C:2]1[CH:3]=[CH:4][C:5]2[N:9]=[C:8]([CH:10]3[CH2:15][CH2:14][O:13][CH2:12][CH2:11]3)[N:7]([C:16]3[C:24]4[O:23][CH2:22][C@@H:21]([N:25](C(=O)C(F)(F)F)[C:26]5[CH:39]=[CH:38][C:29]6[C@H:30]([CH2:33][C:34]([O:36]C)=[O:35])[CH2:31][O:32][C:28]=6[CH:27]=5)[C:20]=4[CH:19]=[CH:18][CH:17]=3)[C:6]=2[CH:46]=1.[OH-].[Na+].Cl. Product: [F:1][C:2]1[CH:3]=[CH:4][C:5]2[N:9]=[C:8]([CH:10]3[CH2:15][CH2:14][O:13][CH2:12][CH2:11]3)[N:7]([C:16]3[C:24]4[O:23][CH2:22][C@@H:21]([NH:25][C:26]5[CH:39]=[CH:38][C:29]6[C@H:30]([CH2:33][C:34]([OH:36])=[O:35])[CH2:31][O:32][C:28]=6[CH:27]=5)[C:20]=4[CH:19]=[CH:18][CH:17]=3)[C:6]=2[CH:46]=1. The catalyst class is: 193. (9) Reactant: [OH:1][CH2:2][CH2:3][O:4][C:5]1[CH:12]=[CH:11][C:8]([CH:9]=O)=[CH:7][C:6]=1[CH3:13].[NH2:14][C:15]1[CH:23]=[C:22]([O:24][CH3:25])[CH:21]=[C:20]([O:26][CH3:27])[C:16]=1[C:17]([NH2:19])=[O:18].OS([O-])=O.[Na+].O.C1(C)C=CC(S(O)(=O)=O)=CC=1. Product: [OH:1][CH2:2][CH2:3][O:4][C:5]1[CH:12]=[CH:11][C:8]([C:9]2[NH:19][C:17](=[O:18])[C:16]3[C:15](=[CH:23][C:22]([O:24][CH3:25])=[CH:21][C:20]=3[O:26][CH3:27])[N:14]=2)=[CH:7][C:6]=1[CH3:13]. The catalyst class is: 80. (10) Reactant: [O:1]=[C:2]1[NH:10][C:5]2=[N:6][CH:7]=[CH:8][CH:9]=[C:4]2[C@:3]21[CH2:24][C:13]1[CH:14]=[C:15]3[C:20](=[CH:21][C:12]=1[CH2:11]2)[N:19]=[C:18]([CH:22]=[O:23])[CH:17]=[CH:16]3.[Se](=O)=[O:26]. Product: [O:1]=[C:2]1[NH:10][C:5]2=[N:6][CH:7]=[CH:8][CH:9]=[C:4]2[C@:3]21[CH2:24][C:13]1[CH:14]=[C:15]3[C:20](=[CH:21][C:12]=1[CH2:11]2)[N:19]=[C:18]([C:22]([OH:26])=[O:23])[CH:17]=[CH:16]3. The catalyst class is: 38.